Dataset: Forward reaction prediction with 1.9M reactions from USPTO patents (1976-2016). Task: Predict the product of the given reaction. (1) Given the reactants [C:1]([NH:8][CH2:9][CH:10]1[CH2:13][CH2:12][NH:11]1)([O:3][C:4]([CH3:7])([CH3:6])[CH3:5])=[O:2].CCN(C(C)C)C(C)C.[C:23]1([C:33]2[CH:38]=[CH:37][CH:36]=[CH:35][CH:34]=2)[C:24]([S:29](Cl)(=[O:31])=[O:30])=[CH:25][CH:26]=[CH:27][CH:28]=1, predict the reaction product. The product is: [C:4]([O:3][C:1](=[O:2])[NH:8][CH2:9][CH:10]1[CH2:13][CH2:12][N:11]1[S:29]([C:24]1[C:23]([C:33]2[CH:34]=[CH:35][CH:36]=[CH:37][CH:38]=2)=[CH:28][CH:27]=[CH:26][CH:25]=1)(=[O:31])=[O:30])([CH3:7])([CH3:6])[CH3:5]. (2) Given the reactants [NH2:1][C:2]1[CH:7]=[C:6]([C:8]([F:11])([F:10])[F:9])[CH:5]=[CH:4][C:3]=1[C:12]1[N:17]=[CH:16][N:15]=[C:14]([NH:18][C:19]2[CH:27]=[CH:26][C:22]3[N:23]=[CH:24][S:25][C:21]=3[CH:20]=2)[CH:13]=1.C(O)(=O)C.[CH:32]1([CH:38]=O)[CH2:37][CH2:36][CH2:35][CH2:34][CH2:33]1.C(O[BH-](OC(=O)C)OC(=O)C)(=O)C.[Na+], predict the reaction product. The product is: [S:25]1[C:21]2[CH:20]=[C:19]([NH:18][C:14]3[CH:13]=[C:12]([C:3]4[CH:4]=[CH:5][C:6]([C:8]([F:10])([F:11])[F:9])=[CH:7][C:2]=4[NH:1][CH2:38][CH:32]4[CH2:37][CH2:36][CH2:35][CH2:34][CH2:33]4)[N:17]=[CH:16][N:15]=3)[CH:27]=[CH:26][C:22]=2[N:23]=[CH:24]1. (3) The product is: [NH2:11][C:12]1[CH:19]=[CH:18][CH:17]=[CH:16][C:13]=1[C:14]([C:3]1[CH:4]=[C:5]([CH3:9])[CH:6]=[CH:7][CH:8]=1)=[O:21]. Given the reactants [Mg].Br[C:3]1[CH:8]=[CH:7][CH:6]=[C:5]([CH3:9])[CH:4]=1.[Br-].[NH2:11][C:12]1[CH:19]=[CH:18][CH:17]=[CH:16][C:13]=1[C:14]#N.Cl.[OH-:21].[Na+], predict the reaction product. (4) Given the reactants [C:1]([O:5][C:6]([N:8]1[CH2:13][CH2:12][CH:11]([C:14]2[CH:22]=[CH:21][CH:20]=[C:19]3[C:15]=2[CH:16]=[CH:17][NH:18]3)[CH2:10][CH2:9]1)=[O:7])([CH3:4])([CH3:3])[CH3:2].[C:23](O[C:23]([O:25][C:26]([CH3:29])([CH3:28])[CH3:27])=[O:24])([O:25][C:26]([CH3:29])([CH3:28])[CH3:27])=[O:24], predict the reaction product. The product is: [C:26]([O:25][C:23]([N:18]1[C:19]2[C:15](=[C:14]([CH:11]3[CH2:10][CH2:9][N:8]([C:6]([O:5][C:1]([CH3:4])([CH3:2])[CH3:3])=[O:7])[CH2:13][CH2:12]3)[CH:22]=[CH:21][CH:20]=2)[CH:16]=[CH:17]1)=[O:24])([CH3:29])([CH3:28])[CH3:27]. (5) Given the reactants [Cl-].[In+3].[Cl-].[Cl-].FC(F)(F)C(O)=O.[F:12][C:13]1[CH:18]=[C:17]([C:19]([F:22])([F:21])[F:20])[CH:16]=[CH:15][C:14]=1[CH:23](O)[CH:24]1[CH2:26][CH:25]1[C:27]#[N:28].[F:30][C:31]1[CH:32]=[C:33]2[C:37](=[C:38]([CH2:40][S:41]([CH3:44])(=[O:43])=[O:42])[CH:39]=1)[NH:36][CH:35]=[CH:34]2, predict the reaction product. The product is: [F:30][C:31]1[CH:32]=[C:33]2[C:37](=[C:38]([CH2:40][S:41]([CH3:44])(=[O:42])=[O:43])[CH:39]=1)[NH:36][CH:35]=[C:34]2[CH:23]([C:14]1[CH:15]=[CH:16][C:17]([C:19]([F:22])([F:21])[F:20])=[CH:18][C:13]=1[F:12])[CH:24]1[CH2:26][CH:25]1[C:27]#[N:28]. (6) Given the reactants [N:1]([C@H:4]1[CH2:9][N:8]([C:10]([O:12][CH2:13][C:14]2[CH:19]=[CH:18][CH:17]=[CH:16][CH:15]=2)=[O:11])[C@H:7]([CH3:20])[CH2:6][CH2:5]1)=[N+]=[N-].CP(C)C, predict the reaction product. The product is: [NH2:1][C@H:4]1[CH2:9][N:8]([C:10]([O:12][CH2:13][C:14]2[CH:19]=[CH:18][CH:17]=[CH:16][CH:15]=2)=[O:11])[C@H:7]([CH3:20])[CH2:6][CH2:5]1. (7) Given the reactants [CH2:1](N(CC)CC)C.[C:8]([O:11][CH2:12][C:13]([CH3:43])([CH3:42])[CH2:14][N:15]1[C:21]2[CH:22]=[CH:23][C:24](Cl)=[CH:25][C:20]=2[C@@H:19]([C:27]2[CH:32]=[CH:31][CH:30]=C(OC)C=2OC)[O:18][C@H:17]([CH2:37][C:38](O)=[O:39])[C:16]1=[O:41])(=[O:10])[CH3:9].ClC(O[CH2:48][CH:49](C)[CH3:50])=O.[ClH:52].[NH2:53][C:54]1[CH:59]=[CH:58][C:57]([O:60][C:61]([F:68])([F:67])[C:62]([O:64][CH2:65][CH3:66])=[O:63])=[CH:56][CH:55]=1.N1C=CC=CC=1.Cl, predict the reaction product. The product is: [C:8]([O:11][CH2:12][C:13]([CH3:42])([CH3:43])[CH2:14][N:15]1[C:21]2[CH:22]=[CH:23][C:24]([Cl:52])=[CH:25][C:20]=2[C@H:19]([C:27]2[CH:50]=[CH:49][CH:48]=[C:31]([CH3:30])[C:32]=2[CH3:1])[O:18][C@H:17]([CH2:37][C:38]([NH:53][C:54]2[CH:59]=[CH:58][C:57]([O:60][C:61]([F:67])([F:68])[C:62]([O:64][CH2:65][CH3:66])=[O:63])=[CH:56][CH:55]=2)=[O:39])[C:16]1=[O:41])(=[O:10])[CH3:9]. (8) Given the reactants [CH3:1][S:2]([OH:5])(=[O:4])=[O:3].[Cl:6][C:7]1[C:8]([CH3:42])=[C:9]([NH:13][C:14]([C:16]2[C:24]3[N:23]=[C:22]([C:25]4([CH3:28])[CH2:27][CH2:26]4)[NH:21][C:20]=3[CH:19]=[C:18]([NH:29][C:30]([C:32]3[CH:37]=[CH:36][CH:35]=[CH:34][C:33]=3[C:38]([F:41])([F:40])[F:39])=[O:31])[CH:17]=2)=[O:15])[CH:10]=[CH:11][CH:12]=1, predict the reaction product. The product is: [CH3:1][S:2]([OH:5])(=[O:4])=[O:3].[Cl:6][C:7]1[C:8]([CH3:42])=[C:9]([NH:13][C:14]([C:16]2[C:24]3[N:23]=[C:22]([C:25]4([CH3:28])[CH2:27][CH2:26]4)[NH:21][C:20]=3[CH:19]=[C:18]([NH:29][C:30]([C:32]3[CH:37]=[CH:36][CH:35]=[CH:34][C:33]=3[C:38]([F:39])([F:40])[F:41])=[O:31])[CH:17]=2)=[O:15])[CH:10]=[CH:11][CH:12]=1.